Task: Predict the reaction yield, written as a fraction of the theoretical maximum amount of product (1.0 means a 100% yield; for example, 0.34 means a 34% yield).. Dataset: Reaction yield outcomes from USPTO patents with 853,638 reactions The reactants are [NH2:1][C:2]1[CH:6]=[CH:5][NH:4][N:3]=1.[CH2:7]([N:9]1[C:17]2[C:12](=[CH:13][CH:14]=[CH:15][CH:16]=2)[C:11](C(=O)CC#N)=[CH:10]1)[CH3:8]. No catalyst specified. The product is [CH2:7]([N:9]1[C:17]2[C:12](=[CH:13][CH:14]=[CH:15][CH:16]=2)[C:11]([C:5]2[CH:6]=[C:2]([NH2:1])[NH:3][N:4]=2)=[CH:10]1)[CH3:8]. The yield is 0.700.